Dataset: Forward reaction prediction with 1.9M reactions from USPTO patents (1976-2016). Task: Predict the product of the given reaction. (1) Given the reactants C[O:2][C:3](=O)[C:4]1[CH:9]=[CH:8][N:7]=[C:6]([C:10]2[CH:15]=[CH:14][C:13]([Cl:16])=[C:12]([Cl:17])[CH:11]=2)[CH:5]=1.[H-].[Al+3].[Li+].[H-].[H-].[H-], predict the reaction product. The product is: [Cl:17][C:12]1[CH:11]=[C:10]([C:6]2[CH:5]=[C:4]([CH2:3][OH:2])[CH:9]=[CH:8][N:7]=2)[CH:15]=[CH:14][C:13]=1[Cl:16]. (2) Given the reactants COC[O:4][C:5]1[CH:6]=[C:7]([CH2:15][CH2:16][CH:17]([O:26][C:27](=[S:37])[NH:28][CH2:29][CH2:30][C:31]2[CH:36]=[CH:35][CH:34]=[CH:33][CH:32]=2)[CH2:18][CH2:19][C:20]2[CH:25]=[CH:24][CH:23]=[CH:22][CH:21]=2)[CH:8]=[CH:9][C:10]=1[O:11]COC.Cl, predict the reaction product. The product is: [OH:4][C:5]1[CH:6]=[C:7]([CH2:15][CH2:16][CH:17]([O:26][C:27](=[S:37])[NH:28][CH2:29][CH2:30][C:31]2[CH:32]=[CH:33][CH:34]=[CH:35][CH:36]=2)[CH2:18][CH2:19][C:20]2[CH:25]=[CH:24][CH:23]=[CH:22][CH:21]=2)[CH:8]=[CH:9][C:10]=1[OH:11]. (3) Given the reactants [C:1]([C:4]1[C:22](=[O:23])[C@@:8]2([CH3:24])[C:9]3[C:15]([OH:16])=[CH:14][C:13]([O:17][CH3:18])=[C:12]([C:19]([NH2:21])=[O:20])[C:10]=3[O:11][C:7]2=[CH:6][C:5]=1[OH:25])(=[O:3])[CH3:2].[CH2:26]([C:29]1[CH:38]=[CH:37][C:36]2[C:31](=[CH:32][CH:33]=[CH:34][CH:35]=2)[C:30]=1[CH:39]=O)[CH2:27][CH3:28].C([SiH](CC)CC)C.FC(F)(F)C(O)=O, predict the reaction product. The product is: [C:1]([C:4]1[C:22](=[O:23])[C@@:8]2([CH3:24])[C:9]3[C:15]([OH:16])=[CH:14][C:13]([O:17][CH3:18])=[C:12]([C:19]([NH:21][CH2:39][C:30]4[C:31]5[C:36](=[CH:35][CH:34]=[CH:33][CH:32]=5)[CH:37]=[CH:38][C:29]=4[CH2:26][CH2:27][CH3:28])=[O:20])[C:10]=3[O:11][C:7]2=[CH:6][C:5]=1[OH:25])(=[O:3])[CH3:2]. (4) Given the reactants F[P-](F)(F)(F)(F)F.N1(O[P+](N(C)C)(N(C)C)N(C)C)C2C=CC=CC=2N=N1.[C:28]([C:32]1[CH:37]=[CH:36][C:35]([NH:38][C:39](=[O:46])[NH:40][CH2:41][CH2:42][C:43]([OH:45])=O)=[CH:34][CH:33]=1)([CH3:31])([CH3:30])[CH3:29].[CH2:47]([NH:49][CH2:50][C@@H:51]1[C@H:55]2[O:56][C:57]([CH3:60])([CH3:59])[O:58][C@H:54]2[C@H:53]([N:61]2[CH:69]=[N:68][C:67]3[C:62]2=[N:63][CH:64]=[N:65][C:66]=3[NH2:70])[O:52]1)[CH3:48], predict the reaction product. The product is: [NH2:70][C:66]1[N:65]=[CH:64][N:63]=[C:62]2[C:67]=1[N:68]=[CH:69][N:61]2[C@H:53]1[C@@H:54]2[O:58][C:57]([CH3:59])([CH3:60])[O:56][C@@H:55]2[C@@H:51]([CH2:50][N:49]([CH2:47][CH3:48])[C:43](=[O:45])[CH2:42][CH2:41][NH:40][C:39]([NH:38][C:35]2[CH:34]=[CH:33][C:32]([C:28]([CH3:29])([CH3:30])[CH3:31])=[CH:37][CH:36]=2)=[O:46])[O:52]1. (5) The product is: [Br:1][C:2]1[CH:7]=[N:6][CH:5]=[C:4]([C:8]2[N:9]=[C:12]([CH3:13])[O:11][N:10]=2)[CH:3]=1. Given the reactants [Br:1][C:2]1[CH:3]=[C:4]([C:8](=[N:10][OH:11])[NH2:9])[CH:5]=[N:6][CH:7]=1.[C:12](Cl)(=O)[CH3:13], predict the reaction product. (6) Given the reactants Cl[C:2]1[CH:7]=[CH:6][CH:5]=[CH:4][CH:3]=1.[NH:8]1[CH2:13][CH2:12][CH2:11][CH2:10][CH2:9]1.CC([O-])(C)C.[Na+], predict the reaction product. The product is: [C:2]1([CH:11]2[CH2:12][CH2:13][NH:8][CH2:9][CH2:10]2)[CH:7]=[CH:6][CH:5]=[CH:4][CH:3]=1.